Dataset: Forward reaction prediction with 1.9M reactions from USPTO patents (1976-2016). Task: Predict the product of the given reaction. (1) Given the reactants F[C:2]1[CH:7]=[CH:6][CH:5]=[C:4]([O:8][C:9]2[CH:14]=[CH:13][CH:12]=[CH:11][CH:10]=2)[CH:3]=1.[CH:15]1[C:27]2[N:26]([C:28]3[CH:33]=[CH:32][C:31]([C:34]4[CH:39]=[CH:38][C:37]([OH:40])=[CH:36][CH:35]=4)=[CH:30][CH:29]=3)[C:25]3[C:20](=[CH:21][CH:22]=[CH:23][CH:24]=3)[C:19]=2[CH:18]=[CH:17][CH:16]=1.C(=O)([O-])[O-].[K+].[K+].C(=O)([O-])[O-].[Cs+].[Cs+], predict the reaction product. The product is: [O:8]([C:4]1[CH:3]=[C:2]([CH:7]=[CH:6][CH:5]=1)[O:40][C:37]1[CH:36]=[CH:35][C:34]([C:31]2[CH:32]=[CH:33][C:28]([N:26]3[C:25]4[CH:24]=[CH:23][CH:22]=[CH:21][C:20]=4[C:19]4[C:27]3=[CH:15][CH:16]=[CH:17][CH:18]=4)=[CH:29][CH:30]=2)=[CH:39][CH:38]=1)[C:9]1[CH:10]=[CH:11][CH:12]=[CH:13][CH:14]=1. (2) Given the reactants [Cl:1][C:2]1[CH:7]=[C:6]([CH2:8][OH:9])[CH:5]=[CH:4][N:3]=1.[C:10]([Si:14]([CH3:17])([CH3:16])Cl)([CH3:13])([CH3:12])[CH3:11].N1C=CN=C1, predict the reaction product. The product is: [Si:14]([O:9][CH2:8][C:6]1[CH:5]=[CH:4][N:3]=[C:2]([Cl:1])[CH:7]=1)([C:10]([CH3:13])([CH3:12])[CH3:11])([CH3:17])[CH3:16]. (3) Given the reactants [CH2:1]([Si:4]([CH2:29][CH:30]=[CH2:31])([CH2:26][CH:27]=[CH2:28])[CH2:5][CH2:6][CH2:7][Si:8]([CH2:13][CH2:14][CH2:15][Si:16]([CH2:23][CH:24]=[CH2:25])([CH2:20][CH:21]=[CH2:22])[CH2:17][CH:18]=[CH2:19])([O:11][CH3:12])OC)[CH:2]=[CH2:3].[C:32]([Li])([CH3:35])([CH3:34])[CH3:33], predict the reaction product. The product is: [CH2:1]([Si:4]([CH2:29][CH:30]=[CH2:31])([CH2:26][CH:27]=[CH2:28])[CH2:5][CH2:6][CH2:7][Si:8]([CH2:13][CH2:14][CH2:15][Si:16]([CH2:17][CH:18]=[CH2:19])([CH2:20][CH:21]=[CH2:22])[CH2:23][CH:24]=[CH2:25])([C:32]([CH3:35])([CH3:34])[CH3:33])[O:11][CH3:12])[CH:2]=[CH2:3]. (4) Given the reactants Cl[C:2]1[C:3]2[CH2:16][CH2:15][N:14]([C:17]3[CH:22]=[CH:21][N:20]=[CH:19][CH:18]=3)[C:4]=2[N:5]=[C:6]([N:8]2[CH2:13][CH2:12][O:11][CH2:10][CH2:9]2)[N:7]=1.[CH3:23][O:24][C:25]1[CH:26]=[N:27][CH:28]=[C:29](B2OC(C)(C)C(C)(C)O2)[CH:30]=1.B(O)O, predict the reaction product. The product is: [CH3:23][O:24][C:25]1[CH:30]=[C:29]([C:2]2[C:3]3[CH2:16][CH2:15][N:14]([C:17]4[CH:22]=[CH:21][N:20]=[CH:19][CH:18]=4)[C:4]=3[N:5]=[C:6]([N:8]3[CH2:13][CH2:12][O:11][CH2:10][CH2:9]3)[N:7]=2)[CH:28]=[N:27][CH:26]=1. (5) The product is: [F:62][C:32]([F:31])([F:61])[C:33]1[CH:34]=[C:35]([NH:39][C:40](=[O:60])[NH:41][C:42]2[CH:47]=[CH:46][C:45]([C:48]3[S:52][C:51]([CH2:53][CH2:54][CH2:55][C:56]([OH:58])=[O:57])=[N:50][CH:49]=3)=[CH:44][CH:43]=2)[CH:36]=[CH:37][CH:38]=1. Given the reactants FC(F)(F)C1C=C(NC(=O)NC2C=CC(C3SC(CCC(O)=O)=NC=3)=CC=2)C=CC=1.[F:31][C:32]([F:62])([F:61])[C:33]1[CH:34]=[C:35]([NH:39][C:40](=[O:60])[NH:41][C:42]2[CH:47]=[CH:46][C:45]([C:48]3[S:52][C:51]([CH2:53][CH2:54][CH2:55][C:56]([O:58]C)=[O:57])=[N:50][CH:49]=3)=[CH:44][CH:43]=2)[CH:36]=[CH:37][CH:38]=1, predict the reaction product. (6) Given the reactants [F:1][C:2]1[CH:39]=[C:38]([F:40])[CH:37]=[CH:36][C:3]=1[O:4][C:5]1[C:14]([C:15]2[C:16]3[CH:25]=[CH:24][N:23](S(C4C=CC(C)=CC=4)(=O)=O)[C:17]=3[C:18](=[O:22])[N:19]([CH3:21])[CH:20]=2)=[CH:13][C:8]2[NH:9][C:10](=[O:12])[NH:11][C:7]=2[CH:6]=1.C(O)C.[OH-].[Na+].O, predict the reaction product. The product is: [F:1][C:2]1[CH:39]=[C:38]([F:40])[CH:37]=[CH:36][C:3]=1[O:4][C:5]1[C:14]([C:15]2[C:16]3[CH:25]=[CH:24][NH:23][C:17]=3[C:18](=[O:22])[N:19]([CH3:21])[CH:20]=2)=[CH:13][C:8]2[NH:9][C:10](=[O:12])[NH:11][C:7]=2[CH:6]=1. (7) Given the reactants [CH2:1]([O:3][C:4]1[CH:20]=[C:19]([F:21])[C:7]([CH2:8][N:9]2[C:13]3[CH2:14][CH2:15][CH2:16][C:12]=3[C:11]([C:17]#[N:18])=[N:10]2)=[C:6]([F:22])[CH:5]=1)[CH3:2].C[O-].[Na+].C(O)(=O)C.[Cl-].[NH4+:31], predict the reaction product. The product is: [CH2:1]([O:3][C:4]1[CH:5]=[C:6]([F:22])[C:7]([CH2:8][N:9]2[C:13]3[CH2:14][CH2:15][CH2:16][C:12]=3[C:11]([C:17](=[NH:31])[NH2:18])=[N:10]2)=[C:19]([F:21])[CH:20]=1)[CH3:2]. (8) Given the reactants [N+]([C:4]1[CH:11]=[CH:10][CH:9]=[C:8]([N+:12]([O-:14])=[O:13])[C:5]=1[C:6]#[N:7])([O-])=O.[OH:15][CH2:16][C@@H:17]1[CH2:21][CH2:20][CH2:19][N:18]1[C:22]([O:24][C:25]([CH3:28])([CH3:27])[CH3:26])=[O:23], predict the reaction product. The product is: [C:6]([C:5]1[C:8]([N+:12]([O-:14])=[O:13])=[CH:9][CH:10]=[CH:11][C:4]=1[O:15][CH2:16][C@@H:17]1[CH2:21][CH2:20][CH2:19][N:18]1[C:22]([O:24][C:25]([CH3:28])([CH3:27])[CH3:26])=[O:23])#[N:7]. (9) Given the reactants [CH:1]1[CH:6]=[C:5]2[C:7]([O:9][C:10]([C:12]3=[CH:13][CH:14]=[CH:15][C:3](=[C:4]23)[CH:2]=1)=[O:11])=[O:8].[H][H], predict the reaction product. The product is: [CH:12]12[C:10](=[O:11])[O:9][C:7](=[O:8])[C:5]3=[C:4]1[C:3](=[CH:2][CH:1]=[CH:6]3)[CH2:15][CH2:14][CH2:13]2. (10) Given the reactants [CH3:1][C:2]1[N:3]=[C:4]([N:12]2[CH2:16][CH2:15][N:14]([C:17]3C=C[CH:20]=[CH:19][CH:18]=3)[C:13]2=[O:23])[S:5][C:6]=1[C:7]([O:9]CC)=[O:8].C(N1CCN(C2SC(C(OCC)=O)=C(C)N=2)C1=O)CCC, predict the reaction product. The product is: [CH2:17]([N:14]1[CH2:15][CH2:16][N:12]([C:4]2[S:5][C:6]([C:7]([OH:9])=[O:8])=[C:2]([CH3:1])[N:3]=2)[C:13]1=[O:23])[CH2:18][CH2:19][CH3:20].